The task is: Predict the product of the given reaction.. This data is from Forward reaction prediction with 1.9M reactions from USPTO patents (1976-2016). (1) Given the reactants C([O:3][C:4]([C:6]1([NH:15][C:16](=[O:31])[C:17]2[CH:22]=[C:21]([CH2:23][OH:24])[CH:20]=[C:19]([CH3:25])[C:18]=2[O:26][CH:27]2[CH2:30][CH2:29][CH2:28]2)[CH2:14][C:13]2[C:8](=[CH:9][CH:10]=[CH:11][CH:12]=2)[CH2:7]1)=[O:5])C.[OH-].[K+].O, predict the reaction product. The product is: [CH:27]1([O:26][C:18]2[C:19]([CH3:25])=[CH:20][C:21]([CH2:23][OH:24])=[CH:22][C:17]=2[C:16]([NH:15][C:6]2([C:4]([OH:5])=[O:3])[CH2:14][C:13]3[C:8](=[CH:9][CH:10]=[CH:11][CH:12]=3)[CH2:7]2)=[O:31])[CH2:30][CH2:29][CH2:28]1. (2) Given the reactants [CH2:1]([N:3]1[C:14](=[O:15])[C:12]2[N:13]3[C:8](=[CH:9][C:10](=[O:18])[C:11]=2[O:16][CH3:17])[CH:7]([OH:19])[CH2:6][CH:5]3[CH2:4]1)[CH3:2].C1C(=O)N([Br:27])C(=O)C1, predict the reaction product. The product is: [Br:27][C:9]1[C:10](=[O:18])[C:11]([O:16][CH3:17])=[C:12]2[C:14](=[O:15])[N:3]([CH2:1][CH3:2])[CH2:4][CH:5]3[CH2:6][CH:7]([OH:19])[C:8]=1[N:13]23.